Dataset: Reaction yield outcomes from USPTO patents with 853,638 reactions. Task: Predict the reaction yield, written as a fraction of the theoretical maximum amount of product (1.0 means a 100% yield; for example, 0.34 means a 34% yield). (1) The reactants are [O:1]1[C:6]2[CH:7]=[CH:8][C:9]([C:11]([OH:13])=O)=[CH:10][C:5]=2[O:4][CH2:3][CH2:2]1.[CH3:14][O:15][C:16]1[CH:25]=[C:24]2[C:19]([N:20]=[CH:21][C:22]([S:26][CH2:27][CH2:28][N:29]3[CH2:34][CH2:33][CH:32]([NH2:35])[CH2:31][CH2:30]3)=[N:23]2)=[CH:18][CH:17]=1. No catalyst specified. The product is [CH3:14][O:15][C:16]1[CH:25]=[C:24]2[C:19]([N:20]=[CH:21][C:22]([S:26][CH2:27][CH2:28][N:29]3[CH2:30][CH2:31][CH:32]([NH:35][C:11]([C:9]4[CH:8]=[CH:7][C:6]5[O:1][CH2:2][CH2:3][O:4][C:5]=5[CH:10]=4)=[O:13])[CH2:33][CH2:34]3)=[N:23]2)=[CH:18][CH:17]=1. The yield is 0.560. (2) The reactants are Br[C:2]1[C:3]([C:11]2[CH:16]=[CH:15][CH:14]=[C:13]([CH3:17])[N:12]=2)=[N:4][N:5]2[CH:10]=[CH:9][CH:8]=[CH:7][C:6]=12.[F:18][C:19]1[CH:24]=[CH:23][C:22](B(O)O)=[CH:21][CH:20]=1.[OH-].[Na+]. The catalyst is COCCOC.CCOC(C)=O.C1C=CC([P]([Pd]([P](C2C=CC=CC=2)(C2C=CC=CC=2)C2C=CC=CC=2)([P](C2C=CC=CC=2)(C2C=CC=CC=2)C2C=CC=CC=2)[P](C2C=CC=CC=2)(C2C=CC=CC=2)C2C=CC=CC=2)(C2C=CC=CC=2)C2C=CC=CC=2)=CC=1. The product is [F:18][C:19]1[CH:24]=[CH:23][C:22]([C:2]2[C:3]([C:11]3[CH:16]=[CH:15][CH:14]=[C:13]([CH3:17])[N:12]=3)=[N:4][N:5]3[CH:10]=[CH:9][CH:8]=[CH:7][C:6]=23)=[CH:21][CH:20]=1. The yield is 0.620. (3) The reactants are C(O[C:4]([C:6]1[S:7][C:8]([C:18]2[CH:23]=[CH:22][C:21]([Cl:24])=[CH:20][CH:19]=2)=[C:9]([C:11]2[CH:16]=[CH:15][C:14]([Cl:17])=[CH:13][CH:12]=2)[N:10]=1)=[O:5])C.[NH2:25][N:26]1[CH2:31][CH2:30][CH2:29][CH2:28][CH2:27]1. No catalyst specified. The product is [N:26]1([NH:25][C:4]([C:6]2[S:7][C:8]([C:18]3[CH:23]=[CH:22][C:21]([Cl:24])=[CH:20][CH:19]=3)=[C:9]([C:11]3[CH:16]=[CH:15][C:14]([Cl:17])=[CH:13][CH:12]=3)[N:10]=2)=[O:5])[CH2:31][CH2:30][CH2:29][CH2:28][CH2:27]1. The yield is 0.410. (4) The reactants are [OH:1][C:2]1[CH:7]=[CH:6][C:5]([C@@H:8]2[CH2:12][C:11]3([CH2:17][CH2:16][N:15]([C:18](OC(C)(C)C)=[O:19])[CH2:14][CH2:13]3)[O:10][CH2:9]2)=[CH:4][CH:3]=1.[Cl:25][C:26]1[CH:33]=[CH:32][C:29]([CH2:30]Br)=[CH:28][CH:27]=1.[I-].[Na+].C(=O)([O-])[O-].[K+].[K+].Cl.O1CCOCC1.[CH3:49][C:50]1[C:54]([CH3:55])=[C:53]([NH:56]C(=O)OC2C=CC=CC=2)[O:52][N:51]=1.CCN(C(C)C)C(C)C. The catalyst is C(Cl)Cl.C(#N)C.O.CC(C)=O. The product is [Cl:25][C:26]1[CH:33]=[CH:32][C:29]([CH2:30][O:1][C:2]2[CH:7]=[CH:6][C:5]([C@@H:8]3[CH2:12][C:11]4([CH2:17][CH2:16][N:15]([C:18]([NH:56][C:53]5[O:52][N:51]=[C:50]([CH3:49])[C:54]=5[CH3:55])=[O:19])[CH2:14][CH2:13]4)[O:10][CH2:9]3)=[CH:4][CH:3]=2)=[CH:28][CH:27]=1. The yield is 0.350.